Dataset: NCI-60 drug combinations with 297,098 pairs across 59 cell lines. Task: Regression. Given two drug SMILES strings and cell line genomic features, predict the synergy score measuring deviation from expected non-interaction effect. (1) Drug 1: CC1CCC2CC(C(=CC=CC=CC(CC(C(=O)C(C(C(=CC(C(=O)CC(OC(=O)C3CCCCN3C(=O)C(=O)C1(O2)O)C(C)CC4CCC(C(C4)OC)O)C)C)O)OC)C)C)C)OC. Drug 2: C1=CN(C=N1)CC(O)(P(=O)(O)O)P(=O)(O)O. Cell line: SK-MEL-28. Synergy scores: CSS=3.64, Synergy_ZIP=-1.35, Synergy_Bliss=5.22, Synergy_Loewe=-2.08, Synergy_HSA=2.21. (2) Drug 1: CC12CCC3C(C1CCC2=O)CC(=C)C4=CC(=O)C=CC34C. Drug 2: CCN(CC)CCNC(=O)C1=C(NC(=C1C)C=C2C3=C(C=CC(=C3)F)NC2=O)C. Cell line: IGROV1. Synergy scores: CSS=8.29, Synergy_ZIP=-1.39, Synergy_Bliss=-1.88, Synergy_Loewe=-3.50, Synergy_HSA=-2.05. (3) Drug 1: CCC1(C2=C(COC1=O)C(=O)N3CC4=CC5=C(C=CC(=C5CN(C)C)O)N=C4C3=C2)O.Cl. Drug 2: C1C(C(OC1N2C=NC(=NC2=O)N)CO)O. Cell line: HS 578T. Synergy scores: CSS=2.48, Synergy_ZIP=-0.626, Synergy_Bliss=2.55, Synergy_Loewe=-0.196, Synergy_HSA=1.72. (4) Drug 1: CC1=C(N=C(N=C1N)C(CC(=O)N)NCC(C(=O)N)N)C(=O)NC(C(C2=CN=CN2)OC3C(C(C(C(O3)CO)O)O)OC4C(C(C(C(O4)CO)O)OC(=O)N)O)C(=O)NC(C)C(C(C)C(=O)NC(C(C)O)C(=O)NCCC5=NC(=CS5)C6=NC(=CS6)C(=O)NCCC[S+](C)C)O. Drug 2: CC(C)CN1C=NC2=C1C3=CC=CC=C3N=C2N. Cell line: MDA-MB-435. Synergy scores: CSS=-0.904, Synergy_ZIP=0.560, Synergy_Bliss=-0.736, Synergy_Loewe=-1.06, Synergy_HSA=-2.49. (5) Drug 1: CC1=C(C=C(C=C1)NC2=NC=CC(=N2)N(C)C3=CC4=NN(C(=C4C=C3)C)C)S(=O)(=O)N.Cl. Drug 2: CN(C)N=NC1=C(NC=N1)C(=O)N. Cell line: CCRF-CEM. Synergy scores: CSS=13.4, Synergy_ZIP=-6.16, Synergy_Bliss=-9.92, Synergy_Loewe=-14.4, Synergy_HSA=-9.36. (6) Drug 1: CNC(=O)C1=NC=CC(=C1)OC2=CC=C(C=C2)NC(=O)NC3=CC(=C(C=C3)Cl)C(F)(F)F. Drug 2: C(CC(=O)O)C(=O)CN.Cl. Cell line: HOP-62. Synergy scores: CSS=18.0, Synergy_ZIP=-4.46, Synergy_Bliss=-2.10, Synergy_Loewe=-4.42, Synergy_HSA=-3.97. (7) Drug 1: CC1=CC2C(CCC3(C2CCC3(C(=O)C)OC(=O)C)C)C4(C1=CC(=O)CC4)C. Drug 2: CC1=C2C(C(=O)C3(C(CC4C(C3C(C(C2(C)C)(CC1OC(=O)C(C(C5=CC=CC=C5)NC(=O)OC(C)(C)C)O)O)OC(=O)C6=CC=CC=C6)(CO4)OC(=O)C)O)C)O. Cell line: SNB-75. Synergy scores: CSS=18.5, Synergy_ZIP=3.85, Synergy_Bliss=11.7, Synergy_Loewe=-15.8, Synergy_HSA=6.77. (8) Drug 1: CC12CCC3C(C1CCC2=O)CC(=C)C4=CC(=O)C=CC34C. Drug 2: C(=O)(N)NO. Cell line: UACC62. Synergy scores: CSS=11.4, Synergy_ZIP=-0.456, Synergy_Bliss=0.365, Synergy_Loewe=1.22, Synergy_HSA=1.19.